Dataset: Full USPTO retrosynthesis dataset with 1.9M reactions from patents (1976-2016). Task: Predict the reactants needed to synthesize the given product. (1) Given the product [CH3:13][C:14]1[C:18]([CH2:19][N:20]2[CH:24]=[C:23]([NH:25][C:1](=[O:11])[CH:2]=[CH:3][C:4]3[CH:5]=[CH:6][CH:7]=[CH:8][CH:9]=3)[CH:22]=[N:21]2)=[C:17]([CH3:26])[O:16][N:15]=1, predict the reactants needed to synthesize it. The reactants are: [C:1]([OH:11])(=O)[CH:2]=[CH:3][C:4]1[CH:9]=[CH:8][CH:7]=[CH:6][CH:5]=1.Cl.[CH3:13][C:14]1[C:18]([CH2:19][N:20]2[CH:24]=[C:23]([NH2:25])[CH:22]=[N:21]2)=[C:17]([CH3:26])[O:16][N:15]=1. (2) Given the product [Cl:1][CH2:2][C:3]1[CH:11]=[CH:10][C:6]([C:7]([NH:17][CH3:16])=[O:8])=[CH:5][CH:4]=1, predict the reactants needed to synthesize it. The reactants are: [Cl:1][CH2:2][C:3]1[CH:11]=[CH:10][C:6]([C:7](Cl)=[O:8])=[CH:5][CH:4]=1.CN.Cl.C[CH2:16][N:17](C(C)C)C(C)C.